This data is from Forward reaction prediction with 1.9M reactions from USPTO patents (1976-2016). The task is: Predict the product of the given reaction. Given the reactants N1C=CC=CC=1.[NH2:7][C:8]1[C:9]2[C:16]([C:17]3[CH:22]=[CH:21][C:20]([NH2:23])=[C:19]([O:24][CH3:25])[CH:18]=3)=[CH:15][N:14]([CH:26]3[CH2:31][CH2:30][C:29](=[O:32])[CH2:28][CH2:27]3)[C:10]=2[N:11]=[CH:12][N:13]=1.[CH3:33][N:34]1[C:42]2[C:37](=[CH:38][CH:39]=[CH:40][CH:41]=2)[CH:36]=[C:35]1[C:43](Cl)=[O:44].O, predict the reaction product. The product is: [NH2:7][C:8]1[C:9]2[C:16]([C:17]3[CH:22]=[CH:21][C:20]([NH:23][C:43]([C:35]4[N:34]([CH3:33])[C:42]5[C:37]([CH:36]=4)=[CH:38][CH:39]=[CH:40][CH:41]=5)=[O:44])=[C:19]([O:24][CH3:25])[CH:18]=3)=[CH:15][N:14]([CH:26]3[CH2:31][CH2:30][C:29](=[O:32])[CH2:28][CH2:27]3)[C:10]=2[N:11]=[CH:12][N:13]=1.